This data is from Reaction yield outcomes from USPTO patents with 853,638 reactions. The task is: Predict the reaction yield, written as a fraction of the theoretical maximum amount of product (1.0 means a 100% yield; for example, 0.34 means a 34% yield). (1) The reactants are Cl[C:2]12[C:19](=[O:20])[C:18]3[C:13](=[CH:14][CH:15]=[CH:16][CH:17]=3)[C:3]1([OH:21])[O:4][C:5]1[CH:10]=[C:9]([CH3:11])[C:8]([CH3:12])=[CH:7][C:6]=12.[NH2:22][C:23]1[CH:28]=[CH:27][CH:26]=[CH:25][N:24]=1.[CH2:29]1COCC1. No catalyst specified. The product is [OH:21][C:3]12[C:13]3[C:18](=[CH:17][CH:16]=[CH:15][CH:14]=3)[C:19](=[O:20])[C:2]1([NH:22][C:23]1[CH:28]=[CH:27][CH:26]=[CH:25][N:24]=1)[C:6]1[CH:7]=[CH:11][C:9]([CH:8]([CH3:29])[CH3:12])=[CH:10][C:5]=1[O:4]2. The yield is 0.470. (2) The reactants are [CH2:1]([C:3]1[O:4][C:5]([C:9]([OH:11])=O)=[C:6]([CH3:8])[N:7]=1)[CH3:2].O1CCCC1.C(Cl)(=O)C(Cl)=O.[NH2:23][C:24]1[CH:25]=[C:26]([CH:43]=[CH:44][C:45]=1[F:46])[O:27][C:28]1[CH:29]=[CH:30][C:31]2[N:32]([CH:34]=[C:35]([NH:37][C:38]([CH:40]3[CH2:42][CH2:41]3)=[O:39])[N:36]=2)[N:33]=1. The catalyst is CN(C)C=O.CN(C)C(=O)C. The product is [CH:40]1([C:38]([NH:37][C:35]2[N:36]=[C:31]3[CH:30]=[CH:29][C:28]([O:27][C:26]4[CH:43]=[CH:44][C:45]([F:46])=[C:24]([NH:23][C:9]([C:5]5[O:4][C:3]([CH2:1][CH3:2])=[N:7][C:6]=5[CH3:8])=[O:11])[CH:25]=4)=[N:33][N:32]3[CH:34]=2)=[O:39])[CH2:41][CH2:42]1. The yield is 0.700. (3) The reactants are Br[CH2:2][CH2:3]Br.Cl.[CH3:6][O:7][C:8](=[O:15])[C@@H:9]([C:11]([SH:14])([CH3:13])[CH3:12])[NH2:10].C(=O)(O)[O-].[Na+]. The catalyst is CN(C)C=O. The product is [CH3:12][C:11]1([CH3:13])[S:14][CH2:3][CH2:2][NH:10][C@H:9]1[C:8]([O:7][CH3:6])=[O:15]. The yield is 0.970.